From a dataset of Catalyst prediction with 721,799 reactions and 888 catalyst types from USPTO. Predict which catalyst facilitates the given reaction. (1) Reactant: [Cl-].[Al+3].[Cl-].[Cl-].[C:5](Cl)(=[O:8])[CH2:6][CH3:7].[CH2:10]([S:12][C:13]1[CH:18]=[CH:17][CH:16]=[CH:15][CH:14]=1)[CH3:11].Cl. Product: [CH2:10]([S:12][C:13]1[CH:18]=[CH:17][C:16]([C:5](=[O:8])[CH2:6][CH3:7])=[CH:15][CH:14]=1)[CH3:11]. The catalyst class is: 2. (2) Product: [C:1]1([C:7]2[N:8]=[CH:9][C:10]([C:13]([NH:17][CH2:18][CH2:19][NH:24][C:28]3[CH:27]=[CH:32][CH:31]=[CH:30][CH:29]=3)=[O:15])=[CH:11][N:12]=2)[CH:2]=[CH:3][CH:4]=[CH:5][CH:6]=1. The catalyst class is: 9. Reactant: [C:1]1([C:7]2[N:12]=[CH:11][C:10]([C:13]([OH:15])=O)=[CH:9][N:8]=2)[CH:6]=[CH:5][CH:4]=[CH:3][CH:2]=1.C[N:17]1CCO[CH2:19][CH2:18]1.O[N:24]1[C:28]2[CH:29]=[CH:30][CH:31]=[CH:32][C:27]=2N=N1.Cl.CN(C)CCCN=C=NCC. (3) Reactant: [CH3:1][O:2][C:3]1[N:8]=[CH:7][C:6]([NH:9][C:10]2[N:15]=[C:14]([C:16]#[C:17][C:18]3[CH:23]=[CH:22][CH:21]=[CH:20][C:19]=3[C:24]3([C:27]([NH2:29])=[O:28])[CH2:26][CH2:25]3)[C:13]([C:30]([F:33])([F:32])[F:31])=[CH:12][N:11]=2)=[CH:5][CH:4]=1.CO. Product: [CH3:1][O:2][C:3]1[N:8]=[CH:7][C:6]([NH:9][C:10]2[N:15]=[C:14]([CH2:16][CH2:17][C:18]3[CH:23]=[CH:22][CH:21]=[CH:20][C:19]=3[C:24]3([C:27]([NH2:29])=[O:28])[CH2:26][CH2:25]3)[C:13]([C:30]([F:32])([F:33])[F:31])=[CH:12][N:11]=2)=[CH:5][CH:4]=1. The catalyst class is: 99. (4) Reactant: CCOC(/N=N/C(OCC)=O)=O.[C:13]12([C:23]([C:26]3[C:31](O)=[CH:30][C:29]([OH:33])=[CH:28][C:27]=3[Cl:34])=[N:24][OH:25])[CH2:22][CH:17]3[CH2:18][CH:19]([CH2:21][CH:15]([CH2:16]3)[CH2:14]1)[CH2:20]2.C1(P(C2C=CC=CC=2)C2C=CC=CC=2)C=CC=CC=1.O. Product: [C:13]12([C:23]3[C:26]4[C:27]([Cl:34])=[CH:28][C:29]([OH:33])=[CH:30][C:31]=4[O:25][N:24]=3)[CH2:14][CH:15]3[CH2:16][CH:17]([CH2:18][CH:19]([CH2:21]3)[CH2:20]1)[CH2:22]2. The catalyst class is: 1. (5) Reactant: [S:1]1[C:5]([C@H:6]([OH:19])/[CH:7]=[CH:8]/[C@@H:9]2[C@@H:16]3[C@@H:12]([O:13][C:14](=[O:17])[CH2:15]3)[CH2:11][C@H:10]2[OH:18])=[CH:4][C:3]2[CH:20]=[CH:21][CH:22]=[CH:23][C:2]1=2.[O:24]1[CH:29]=[CH:28][CH2:27][CH2:26][CH2:25]1.[C:44]1(C)[CH:45]=[CH:46]C(S([O-])(=[O:37])=[O:37])=[CH:42][CH:43]=1.[NH+]1[CH:46]=[CH:45][CH:44]=[CH:43][CH:42]=1. Product: [S:1]1[C:5]([C@H:6]([O:19][CH:46]2[CH2:45][CH2:44][CH2:43][CH2:42][O:37]2)/[CH:7]=[CH:8]/[C@@H:9]2[C@@H:16]3[C@@H:12]([O:13][C:14](=[O:17])[CH2:15]3)[CH2:11][C@H:10]2[O:18][CH:29]2[CH2:28][CH2:27][CH2:26][CH2:25][O:24]2)=[CH:4][C:3]2[CH:20]=[CH:21][CH:22]=[CH:23][C:2]1=2. The catalyst class is: 2.